From a dataset of Full USPTO retrosynthesis dataset with 1.9M reactions from patents (1976-2016). Predict the reactants needed to synthesize the given product. (1) Given the product [Cl:10][C:11]1[CH:21]=[C:20](/[CH:22]=[CH:23]/[CH:24]([C:29]2[CH:30]=[C:31]([Cl:37])[C:32]([Cl:36])=[C:33]([Cl:35])[CH:34]=2)[C:25]([F:26])([F:27])[F:28])[CH:19]=[CH:18][C:12]=1[C:13]([NH:1][CH2:2][C:3](=[O:4])[NH:5][CH2:24][C:25]([F:28])([F:27])[F:26])=[O:14], predict the reactants needed to synthesize it. The reactants are: [NH2:1][CH2:2][C:3]([NH2:5])=[O:4].C[Al](C)C.[Cl:10][C:11]1[CH:21]=[C:20](/[CH:22]=[CH:23]/[CH:24]([C:29]2[CH:34]=[C:33]([Cl:35])[C:32]([Cl:36])=[C:31]([Cl:37])[CH:30]=2)[C:25]([F:28])([F:27])[F:26])[CH:19]=[CH:18][C:12]=1[C:13](OCC)=[O:14]. (2) Given the product [Br:1][C:15]1[CH:14]=[C:13]([C:17]([F:19])([F:18])[F:20])[C:11]([NH2:12])=[C:10]([Cl:9])[CH:16]=1, predict the reactants needed to synthesize it. The reactants are: [Br:1]N1C(=O)CCC1=O.[Cl:9][C:10]1[CH:16]=[CH:15][CH:14]=[C:13]([C:17]([F:20])([F:19])[F:18])[C:11]=1[NH2:12]. (3) Given the product [OH:17][C:11]1[CH:16]=[CH:15][C:14]([C:6]2([C:3]3[CH:4]=[CH:5][C:23]([OH:26])=[CH:1][CH:2]=3)[CH2:7][CH:4]([CH2:3][C:2]([CH3:10])([CH3:9])[CH3:1])[CH2:5]2)=[CH:13][CH:12]=1, predict the reactants needed to synthesize it. The reactants are: [CH3:1][C:2]([CH3:10])([CH3:9])[CH2:3][CH:4]1[CH2:7][C:6](=O)[CH2:5]1.[C:11]1([OH:17])[CH:16]=[CH:15][CH:14]=[CH:13][CH:12]=1.S(=O)(=O)(O)O.[C:23]([O-:26])([O-])=O.[Na+].[Na+]. (4) Given the product [N:11]1([CH2:17][CH2:18][NH:19][C:6]2[CH:5]=[CH:4][C:3]([N+:8]([O-:10])=[O:9])=[CH:2][CH:7]=2)[CH2:16][CH2:15][O:14][CH2:13][CH2:12]1, predict the reactants needed to synthesize it. The reactants are: F[C:2]1[CH:7]=[CH:6][CH:5]=[CH:4][C:3]=1[N+:8]([O-:10])=[O:9].[N:11]1([CH2:17][CH2:18][NH2:19])[CH2:16][CH2:15][O:14][CH2:13][CH2:12]1.C(N(C(C)C)CC)(C)C. (5) The reactants are: CN(C(ON1N=NC2C=CC=NC1=2)=[N+](C)C)C.F[P-](F)(F)(F)(F)F.[F:25][C:26]1[CH:31]=[CH:30][CH:29]=[CH:28][C:27]=1[N:32]1[CH2:37][CH2:36][NH:35][CH2:34][CH2:33]1.[Cl:38][C:39]1[C:40]([C:49]([F:52])([F:51])[F:50])=[N:41][N:42]([CH2:45][C:46](O)=[O:47])[C:43]=1[CH3:44]. Given the product [Cl:38][C:39]1[C:40]([C:49]([F:51])([F:50])[F:52])=[N:41][N:42]([CH2:45][C:46]([N:35]2[CH2:36][CH2:37][N:32]([C:27]3[CH:28]=[CH:29][CH:30]=[CH:31][C:26]=3[F:25])[CH2:33][CH2:34]2)=[O:47])[C:43]=1[CH3:44], predict the reactants needed to synthesize it. (6) Given the product [CH3:1][CH:2]([O:9][N:10]1[C:15]([CH3:16])([CH3:17])[CH2:14][O:13][C:12](=[O:18])[C:11]1([CH2:19][CH3:22])[CH2:20][CH3:21])[C:3]1[CH:8]=[CH:7][CH:6]=[CH:5][CH:4]=1, predict the reactants needed to synthesize it. The reactants are: [CH3:1][CH:2]([O:9][N:10]1[C:15]([CH3:17])([CH3:16])[CH2:14][O:13][C:12](=[O:18])[C:11]1([CH2:20][CH3:21])[CH3:19])[C:3]1[CH:8]=[CH:7][CH:6]=[CH:5][CH:4]=1.[C:22](OOC(C)(C)C)(C)(C)C. (7) Given the product [CH3:1][O:2][C:3](=[O:11])[CH:4]([C:21](=[O:23])[CH3:22])[C:5](=[O:10])[CH2:6][CH2:7][O:8][CH3:9], predict the reactants needed to synthesize it. The reactants are: [CH3:1][O:2][C:3](=[O:11])[CH2:4][C:5](=[O:10])[CH2:6][CH2:7][O:8][CH3:9].[Cl-].[Mg+2].[Cl-].N1C=CC=CC=1.[C:21](OC(=O)C)(=[O:23])[CH3:22].